Dataset: Forward reaction prediction with 1.9M reactions from USPTO patents (1976-2016). Task: Predict the product of the given reaction. (1) The product is: [C:1]([O:5][C:6](=[O:28])[NH:7][C:8]1[CH:13]=[CH:12][CH:11]=[CH:10][C:9]=1[NH:14][C:15]1[N:20]=[C:19]([N:21]2[CH2:26][CH2:25][N:24]([C:30](=[O:31])[NH:29][C:32]3[CH:37]=[CH:36][CH:35]=[C:34]([C:38]([F:39])([F:41])[F:40])[CH:33]=3)[CH2:23][CH2:22]2)[C:18]([Cl:27])=[CH:17][N:16]=1)([CH3:4])([CH3:2])[CH3:3]. Given the reactants [C:1]([O:5][C:6](=[O:28])[NH:7][C:8]1[CH:13]=[CH:12][CH:11]=[CH:10][C:9]=1[NH:14][C:15]1[N:20]=[C:19]([N:21]2[CH2:26][CH2:25][NH:24][CH2:23][CH2:22]2)[C:18]([Cl:27])=[CH:17][N:16]=1)([CH3:4])([CH3:3])[CH3:2].[N:29]([C:32]1[CH:37]=[CH:36][CH:35]=[C:34]([C:38]([F:41])([F:40])[F:39])[CH:33]=1)=[C:30]=[O:31].C(N(CC)CC)C, predict the reaction product. (2) Given the reactants [N:1]1[C:2]([CH2:10][CH2:11][NH2:12])=[CH:3][N:4]2[CH:9]=[CH:8][CH:7]=[CH:6][C:5]=12.[Br:13][C:14]1[CH:23]=[CH:22][CH:21]=[C:20]([CH2:24]Br)[C:15]=1[C:16](OC)=[O:17].CCN(C(C)C)C(C)C, predict the reaction product. The product is: [Br:13][C:14]1[CH:23]=[CH:22][CH:21]=[C:20]2[C:15]=1[C:16](=[O:17])[N:12]([CH2:11][CH2:10][C:2]1[N:1]=[C:5]3[CH:6]=[CH:7][CH:8]=[CH:9][N:4]3[CH:3]=1)[CH2:24]2. (3) Given the reactants NN.[CH2:3]([O:5][C:6](=[O:31])[C:7]1[CH:12]=[CH:11][C:10]([O:13][C@H:14]2[CH2:19][CH2:18][C@@H:17]([N:20]3[C:28](=[O:29])C4C(=CC=CC=4)C3=O)[CH2:16][CH2:15]2)=[CH:9][CH:8]=1)[CH3:4].[F:32][C:33]([F:45])([F:44])[O:34][C:35]1[CH:40]=[CH:39][C:38]([N:41]=C=O)=[CH:37][CH:36]=1.C(N(CC)CC)C, predict the reaction product. The product is: [CH2:3]([O:5][C:6](=[O:31])[C:7]1[CH:8]=[CH:9][C:10]([O:13][C@H:14]2[CH2:15][CH2:16][C@@H:17]([NH:20][C:28]([NH:41][C:38]3[CH:39]=[CH:40][C:35]([O:34][C:33]([F:32])([F:44])[F:45])=[CH:36][CH:37]=3)=[O:29])[CH2:18][CH2:19]2)=[CH:11][CH:12]=1)[CH3:4]. (4) Given the reactants [F:1][C:2]([F:28])([F:27])[C:3]1[CH:8]=[CH:7][CH:6]=[CH:5][C:4]=1[S:9]([NH:12][C:13]1[CH:14]=[CH:15][CH:16]=[C:17]2[C:21]=1[NH:20][C:19]([C:22]([O:24][CH2:25][CH3:26])=[O:23])=[CH:18]2)(=[O:11])=[O:10].[C:29](=O)([O-])[O-].[K+].[K+].CI.CCCCCC, predict the reaction product. The product is: [CH3:29][N:12]([S:9]([C:4]1[CH:5]=[CH:6][CH:7]=[CH:8][C:3]=1[C:2]([F:27])([F:1])[F:28])(=[O:11])=[O:10])[C:13]1[CH:14]=[CH:15][CH:16]=[C:17]2[C:21]=1[NH:20][C:19]([C:22]([O:24][CH2:25][CH3:26])=[O:23])=[CH:18]2.